This data is from NCI-60 drug combinations with 297,098 pairs across 59 cell lines. The task is: Regression. Given two drug SMILES strings and cell line genomic features, predict the synergy score measuring deviation from expected non-interaction effect. (1) Drug 1: C1=CC=C(C=C1)NC(=O)CCCCCCC(=O)NO. Drug 2: CC1CCCC2(C(O2)CC(NC(=O)CC(C(C(=O)C(C1O)C)(C)C)O)C(=CC3=CSC(=N3)C)C)C. Cell line: NCI-H226. Synergy scores: CSS=26.8, Synergy_ZIP=-1.57, Synergy_Bliss=-3.55, Synergy_Loewe=-18.2, Synergy_HSA=-4.31. (2) Cell line: T-47D. Synergy scores: CSS=-0.330, Synergy_ZIP=1.83, Synergy_Bliss=-0.191, Synergy_Loewe=-7.08, Synergy_HSA=-5.33. Drug 1: CN1C(=O)N2C=NC(=C2N=N1)C(=O)N. Drug 2: CC12CCC3C(C1CCC2OP(=O)(O)O)CCC4=C3C=CC(=C4)OC(=O)N(CCCl)CCCl.[Na+].